This data is from Experimentally validated miRNA-target interactions with 360,000+ pairs, plus equal number of negative samples. The task is: Binary Classification. Given a miRNA mature sequence and a target amino acid sequence, predict their likelihood of interaction. (1) The miRNA is hsa-miR-4767 with sequence CGCGGGCGCUCCUGGCCGCCGCC. The protein sequence of the target gene is MAHEHGHEHGHHKMELPDYRQWKIEGTPLETIQKKLAAKGLRDPWGRNEAWRYMGGFAKSVSFSDVFFKGFKWGFAAFVVAVGAEYYLESLNKDKKHH. Result: 0 (no interaction). (2) The miRNA is hsa-miR-1233-5p with sequence AGUGGGAGGCCAGGGCACGGCA. The protein sequence of the target gene is MGSCVSRDLFTSAHKNCPMPQGADPLNPDLPSGRTPTVAPDCVIGKDKQMDFCWDPWQRCFQTTNGYLSDSRSRPGNYNVAALATSSLVGVVQSIKDHITKPTAMARGRVAHLIEWKGWSAQPAGWELSPAEDEHYCCLPDELREARFAAGVAEQFAITEATLSAWSSLDEEELHPENSPQGIVQLQDLESIYLQDSLPSGPSQDDSLQAFSSPSPSPDSCPSPEEPPSTAGIPQPPSPELQHRRRLPGAQGPEGGTHPPGSLPSMDSGSLWEEDEVFYN. Result: 0 (no interaction).